This data is from Forward reaction prediction with 1.9M reactions from USPTO patents (1976-2016). The task is: Predict the product of the given reaction. (1) Given the reactants [F:1][C:2]1[CH:7]=[CH:6][C:5]([O:8][CH3:9])=[CH:4][C:3]=1[C:10]1[CH:15]=[CH:14][C:13]([C:16](O)=[O:17])=[CH:12][C:11]=1[C:19]([O:21][CH3:22])=[O:20].C1COCC1.B.C1COCC1, predict the reaction product. The product is: [F:1][C:2]1[CH:7]=[CH:6][C:5]([O:8][CH3:9])=[CH:4][C:3]=1[C:10]1[C:11]([C:19]([O:21][CH3:22])=[O:20])=[CH:12][C:13]([CH2:16][OH:17])=[CH:14][CH:15]=1. (2) Given the reactants [CH3:1][C:2]1[C:10](B(O)O)=[CH:9][C:5]2[CH2:6][CH2:7][O:8][C:4]=2[CH:3]=1.Cl[C:15]1[N:23]=[CH:22][N:21]=[C:20]2[C:16]=1[N:17]=[C:18]([CH2:31][CH3:32])[N:19]2[CH:24]([CH:28]1[CH2:30][CH2:29]1)[CH:25]1[CH2:27][CH2:26]1.C(=O)([O-])[O-].[Na+].[Na+].C1(P(C2C=CC=CC=2)C2C=CC=CC=2)C=CC=CC=1, predict the reaction product. The product is: [CH:28]1([CH:24]([CH:25]2[CH2:27][CH2:26]2)[N:19]2[C:18]([CH2:31][CH3:32])=[N:17][C:16]3[C:20]2=[N:21][CH:22]=[N:23][C:15]=3[C:10]2[C:2]([CH3:1])=[CH:3][C:4]3[O:8][CH2:7][CH2:6][C:5]=3[CH:9]=2)[CH2:30][CH2:29]1. (3) Given the reactants [Cl:1][C:2]1[CH:9]=[CH:8][CH:7]=[C:4]([CH:5]=O)[C:3]=1[OH:10].[Br:11][C:12]1[CH:25]=[CH:24][C:15]([NH:16][S:17]([CH2:20][C:21](O)=[O:22])(=[O:19])=[O:18])=[CH:14][CH:13]=1, predict the reaction product. The product is: [Br:11][C:12]1[CH:13]=[CH:14][C:15]([NH:16][S:17]([C:20]2[C:21](=[O:22])[O:10][C:3]3[C:4]([CH:5]=2)=[CH:7][CH:8]=[CH:9][C:2]=3[Cl:1])(=[O:19])=[O:18])=[CH:24][CH:25]=1. (4) Given the reactants [O:1]1[CH:5]=[CH:4][CH:3]=[C:2]1[C:6]1[N:11]=[C:10]([C:12]#[N:13])[CH:9]=[CH:8][CH:7]=1.[C:14](OC)(=[O:22])[C:15]1[C:16](=[CH:18][CH:19]=[CH:20][CH:21]=1)[SH:17].C(N(CC)CC)C, predict the reaction product. The product is: [O:1]1[CH:5]=[CH:4][CH:3]=[C:2]1[C:6]1[N:11]=[C:10]([C:12]2[S:17][C:16]3[CH:18]=[CH:19][CH:20]=[CH:21][C:15]=3[C:14](=[O:22])[N:13]=2)[CH:9]=[CH:8][CH:7]=1. (5) Given the reactants [CH3:1][NH:2][CH2:3][C:4]([NH:6][CH:7]1[CH2:10][N:9]([C:11]([O:13][C:14]([CH3:17])([CH3:16])[CH3:15])=[O:12])[CH2:8]1)=[O:5].Cl[C:19]1[C:28]2[C:23](=[CH:24][CH:25]=[C:26]([C:29]([F:32])([F:31])[F:30])[CH:27]=2)[N:22]=[CH:21][N:20]=1.C(N(CC)CC)C, predict the reaction product. The product is: [CH3:1][N:2]([C:19]1[C:28]2[C:23](=[CH:24][CH:25]=[C:26]([C:29]([F:31])([F:32])[F:30])[CH:27]=2)[N:22]=[CH:21][N:20]=1)[CH2:3][C:4]([NH:6][CH:7]1[CH2:10][N:9]([C:11]([O:13][C:14]([CH3:17])([CH3:16])[CH3:15])=[O:12])[CH2:8]1)=[O:5]. (6) Given the reactants [C:1]([O:5][C:6]([N:8]1[CH2:13][CH2:12][C@H:11]([C:14]2[CH:19]=[CH:18][CH:17]=[CH:16][CH:15]=2)[C@H:10]([C:20]([OH:22])=[O:21])[CH2:9]1)=[O:7])([CH3:4])([CH3:3])[CH3:2].Cl.[CH3:24]N(C)CCCN=C=NCC.C(N(CC)CC)C.[Cl-].[NH4+], predict the reaction product. The product is: [C:14]1([C@H:11]2[CH2:12][CH2:13][N:8]([C:6]([O:5][C:1]([CH3:4])([CH3:2])[CH3:3])=[O:7])[CH2:9][C@H:10]2[C:20]([O:22][CH3:24])=[O:21])[CH:19]=[CH:18][CH:17]=[CH:16][CH:15]=1. (7) Given the reactants COC1C=C(OC)C=CC=1C[N:6]1[C:10]([C:11]2[C:19]3[C:14](=[N:15][CH:16]=[CH:17][CH:18]=3)[N:13]([CH2:20][C:21]3[CH:26]=[CH:25][CH:24]=[CH:23][C:22]=3[F:27])[N:12]=2)=[N:9][N:8]([CH2:28][CH2:29][CH3:30])[C:7]1=[O:31].S(=O)(=O)(O)O.C(=O)([O-])[O-].[Na+].[Na+], predict the reaction product. The product is: [F:27][C:22]1[CH:23]=[CH:24][CH:25]=[CH:26][C:21]=1[CH2:20][N:13]1[C:14]2=[N:15][CH:16]=[CH:17][CH:18]=[C:19]2[C:11]([C:10]2[NH:6][C:7](=[O:31])[N:8]([CH2:28][CH2:29][CH3:30])[N:9]=2)=[N:12]1. (8) The product is: [CH2:36]([O:35][C:33](=[O:34])[CH2:32][O:24][C:4]1[CH:3]=[C:2]([F:1])[CH:23]=[CH:22][C:5]=1[C:6](=[O:7])[NH:8][CH2:9][C:10]1[S:11][C:12]2[C:18]([F:19])=[CH:17][C:16]([F:20])=[C:15]([F:21])[C:13]=2[N:14]=1)[CH3:37]. Given the reactants [F:1][C:2]1[CH:23]=[CH:22][C:5]([C:6]([NH:8][CH2:9][C:10]2[S:11][C:12]3[C:18]([F:19])=[CH:17][C:16]([F:20])=[C:15]([F:21])[C:13]=3[N:14]=2)=[O:7])=[C:4]([OH:24])[CH:3]=1.C([O-])([O-])=O.[K+].[K+].Br[CH2:32][C:33]([O:35][CH2:36][CH3:37])=[O:34].Cl, predict the reaction product. (9) The product is: [NH2:13][C:14]1[N:15]=[CH:16][C:17]([C:18]([N:4]=[S@:2]([CH2:5][CH2:6][CH2:7][CH2:8][C:9]([O:11][CH3:12])=[O:10])([CH3:1])=[O:3])=[O:19])=[CH:21][C:22]=1[C:23]#[C:24][C:25]1[CH:30]=[CH:29][CH:28]=[C:27]([NH:31][C:32]([C:34]2[O:35][CH:36]=[CH:37][C:38]=2[CH3:39])=[O:33])[CH:26]=1. Given the reactants [CH3:1][S@@:2]([CH2:5][CH2:6][CH2:7][CH2:8][C:9]([O:11][CH3:12])=[O:10])(=[NH:4])=[O:3].[NH2:13][C:14]1[C:22]([C:23]#[C:24][C:25]2[CH:30]=[CH:29][CH:28]=[C:27]([NH:31][C:32]([C:34]3[O:35][CH:36]=[CH:37][C:38]=3[CH3:39])=[O:33])[CH:26]=2)=[CH:21][C:17]([C:18](O)=[O:19])=[CH:16][N:15]=1, predict the reaction product.